Dataset: Forward reaction prediction with 1.9M reactions from USPTO patents (1976-2016). Task: Predict the product of the given reaction. (1) Given the reactants [Br:1][C:2]1[CH:10]=[CH:9][C:8]([C:11]#[N:12])=[C:7]2[C:3]=1[C:4]([CH:13]=O)=[CH:5][NH:6]2.[NH2:15][CH:16]([CH:22]([O:26][CH2:27][CH3:28])[O:23][CH2:24][CH3:25])[C:17]([O:19][CH2:20][CH3:21])=[O:18].C1COCC1.C(O[BH-](OC(=O)C)OC(=O)C)(=O)C.[Na+], predict the reaction product. The product is: [Br:1][C:2]1[CH:10]=[CH:9][C:8]([C:11]#[N:12])=[C:7]2[C:3]=1[C:4]([CH2:13][NH:15][CH:16]([CH:22]([O:26][CH2:27][CH3:28])[O:23][CH2:24][CH3:25])[C:17]([O:19][CH2:20][CH3:21])=[O:18])=[CH:5][NH:6]2. (2) Given the reactants [Cl:1][C:2]1[C:10]([N:11]2[C:15](=[O:16])[N:14]([CH3:17])[N:13]=[N:12]2)=[C:9]([Cl:18])[CH:8]=[CH:7][C:3]=1[C:4](O)=[O:5].S(Cl)([Cl:21])=O, predict the reaction product. The product is: [Cl:1][C:2]1[C:10]([N:11]2[C:15](=[O:16])[N:14]([CH3:17])[N:13]=[N:12]2)=[C:9]([Cl:18])[CH:8]=[CH:7][C:3]=1[C:4]([Cl:21])=[O:5]. (3) Given the reactants [CH3:1][O:2][C:3]1[CH:4]=[CH:5][C:6]2[O:10][C:9]([CH:11]([NH:18][C:19]3[CH:27]=[CH:26][C:22]([C:23](O)=[O:24])=[CH:21][CH:20]=3)[CH2:12][CH2:13][CH2:14][CH2:15][CH2:16][CH3:17])=[C:8]([CH3:28])[C:7]=2[CH:29]=1.Cl.[CH2:31]([O:33][C:34](=[O:38])[CH2:35][CH2:36][NH2:37])[CH3:32].O.ON1C2C=CC=CC=2N=N1.Cl.C(N=C=NCCCN(C)C)C.[Cl-].[NH4+], predict the reaction product. The product is: [CH3:1][O:2][C:3]1[CH:4]=[CH:5][C:6]2[O:10][C:9]([CH:11]([NH:18][C:19]3[CH:20]=[CH:21][C:22]([C:23]([NH:37][CH2:36][CH2:35][C:34]([O:33][CH2:31][CH3:32])=[O:38])=[O:24])=[CH:26][CH:27]=3)[CH2:12][CH2:13][CH2:14][CH2:15][CH2:16][CH3:17])=[C:8]([CH3:28])[C:7]=2[CH:29]=1.